From a dataset of Full USPTO retrosynthesis dataset with 1.9M reactions from patents (1976-2016). Predict the reactants needed to synthesize the given product. (1) Given the product [CH3:1][N:3]1[CH2:4][CH2:5][CH:6]([CH2:9][O:10][C:11]2[CH:16]=[CH:15][C:14]([N+:17]([O-:19])=[O:18])=[CH:13][C:12]=2[O:20][CH3:21])[CH2:7][CH2:8]1, predict the reactants needed to synthesize it. The reactants are: [CH:1]([N:3]1[CH2:8][CH2:7][CH:6]([CH2:9][O:10][C:11]2[CH:16]=[CH:15][C:14]([N+:17]([O-:19])=[O:18])=[CH:13][C:12]=2[O:20][CH3:21])[CH2:5][CH2:4]1)=O.B.CO.ClCCl. (2) Given the product [OH:18][C@H:16]1[CH2:17][N:13]([C@H:8]([C:5]2[CH:6]=[N:7][C:2]([NH:36][NH2:37])=[CH:3][CH:4]=2)[C:9]([F:12])([F:10])[F:11])[CH2:14][C@H:15]1[NH:19][C:20](=[O:29])[O:21][C:5]([CH3:8])([CH3:6])[CH3:4], predict the reactants needed to synthesize it. The reactants are: Cl[C:2]1[N:7]=[CH:6][C:5]([C@@H:8]([N:13]2[CH2:17][C@H:16]([OH:18])[C@H:15]([NH:19][C:20](=[O:29])[O:21]CC3C=CC=CC=3)[CH2:14]2)[C:9]([F:12])([F:11])[F:10])=[CH:4][CH:3]=1.I[Si](C)(C)C.Cl.[NH2:36][NH2:37]. (3) Given the product [CH2:1]([C:8]1[CH:9]=[N:10][C:11]2[C:16]([C:17]=1[C:18]1[CH:19]=[C:20]([NH:24][CH2:34][C:33]3[CH:36]=[CH:37][CH:38]=[CH:39][C:32]=3[O:31][CH:30]([F:29])[F:40])[CH:21]=[CH:22][CH:23]=1)=[CH:15][CH:14]=[CH:13][C:12]=2[C:25]([F:28])([F:26])[F:27])[C:2]1[CH:3]=[CH:4][CH:5]=[CH:6][CH:7]=1, predict the reactants needed to synthesize it. The reactants are: [CH2:1]([C:8]1[CH:9]=[N:10][C:11]2[C:16]([C:17]=1[C:18]1[CH:19]=[C:20]([NH2:24])[CH:21]=[CH:22][CH:23]=1)=[CH:15][CH:14]=[CH:13][C:12]=2[C:25]([F:28])([F:27])[F:26])[C:2]1[CH:7]=[CH:6][CH:5]=[CH:4][CH:3]=1.[F:29][CH:30]([F:40])[O:31][C:32]1[CH:39]=[CH:38][CH:37]=[CH:36][C:33]=1[CH:34]=O. (4) Given the product [Cl:1][C:2]1[CH:3]=[N+:4]([O-:27])[CH:5]=[C:6]([Cl:26])[C:7]=1[CH2:8][C@@H:9]([C:11]1[CH:16]=[CH:15][C:14]([O:17][CH:18]([F:20])[F:19])=[C:13]([O:21][CH2:22][CH:23]2[CH2:25][CH2:24]2)[CH:12]=1)[O:10][C:58](=[O:59])[CH2:57][N:35]1[C:36](=[O:56])[C:37]2[C:42](=[CH:41][CH:40]=[C:39]([N:43]([CH2:48][CH2:49][N:50]3[CH2:51][CH2:52][CH2:53][CH2:54][CH2:55]3)[S:44]([CH3:47])(=[O:46])=[O:45])[CH:38]=2)[C:34]1=[O:33], predict the reactants needed to synthesize it. The reactants are: [Cl:1][C:2]1[CH:3]=[N+:4]([O-:27])[CH:5]=[C:6]([Cl:26])[C:7]=1[CH2:8][C@@H:9]([C:11]1[CH:16]=[CH:15][C:14]([O:17][CH:18]([F:20])[F:19])=[C:13]([O:21][CH2:22][CH:23]2[CH2:25][CH2:24]2)[CH:12]=1)[OH:10].C(Cl)CCl.Cl.[O:33]=[C:34]1[C:42]2[C:37](=[CH:38][C:39]([N:43]([CH2:48][CH2:49][N:50]3[CH2:55][CH2:54][CH2:53][CH2:52][CH2:51]3)[S:44]([CH3:47])(=[O:46])=[O:45])=[CH:40][CH:41]=2)[C:36](=[O:56])[N:35]1[CH2:57][C:58](O)=[O:59]. (5) The reactants are: [Cl:1][C:2]1[N:6]2[CH:7]=[C:8]([C:15]3[CH:19]=[CH:18][O:17][CH:16]=3)[CH:9]=[C:10]([C:11]([F:14])([F:13])[F:12])[C:5]2=[N:4][C:3]=1[C:20]([N:22]1[CH2:27][CH2:26][C@@H:25]([N:28]2[C:32](=[O:33])[CH2:31][O:30][C:29]2=[O:34])[C@H:24]([O:35][Si](C(C)(C)C)(C)C)[CH2:23]1)=[O:21].C1COCC1.CCCC[N+](CCCC)(CCCC)CCCC.[F-]. Given the product [Cl:1][C:2]1[N:6]2[CH:7]=[C:8]([C:15]3[CH:19]=[CH:18][O:17][CH:16]=3)[CH:9]=[C:10]([C:11]([F:14])([F:13])[F:12])[C:5]2=[N:4][C:3]=1[C:20]([N:22]1[CH2:27][CH2:26][C@@H:25]([N:28]2[C:32](=[O:33])[CH2:31][O:30][C:29]2=[O:34])[C@H:24]([OH:35])[CH2:23]1)=[O:21], predict the reactants needed to synthesize it. (6) Given the product [CH:20]1([C:5]2[C:6]([NH:8][C:9]3[CH:19]=[CH:18][CH:17]=[CH:16][C:10]=3[C:11]([NH:13][O:14][CH3:15])=[O:12])=[CH:7][C:2]([NH:37][C:26]3[CH:27]=[CH:28][C:29]([N:31]4[CH2:32][CH2:33][O:34][CH2:35][CH2:36]4)=[CH:30][C:25]=3[O:24][CH3:23])=[N:3][CH:4]=2)[CH2:22][CH2:21]1, predict the reactants needed to synthesize it. The reactants are: Cl[C:2]1[CH:7]=[C:6]([NH:8][C:9]2[CH:19]=[CH:18][CH:17]=[CH:16][C:10]=2[C:11]([NH:13][O:14][CH3:15])=[O:12])[C:5]([CH:20]2[CH2:22][CH2:21]2)=[CH:4][N:3]=1.[CH3:23][O:24][C:25]1[CH:30]=[C:29]([N:31]2[CH2:36][CH2:35][O:34][CH2:33][CH2:32]2)[CH:28]=[CH:27][C:26]=1[NH2:37].C([O-])([O-])=O.[Cs+].[Cs+].CC1(C)C2C(=C(P(C3C=CC=CC=3)C3C=CC=CC=3)C=CC=2)OC2C(P(C3C=CC=CC=3)C3C=CC=CC=3)=CC=CC1=2.